Dataset: Drug-target binding data from BindingDB using Kd measurements. Task: Regression. Given a target protein amino acid sequence and a drug SMILES string, predict the binding affinity score between them. We predict pKd (pKd = -log10(Kd in M); higher means stronger binding). Dataset: bindingdb_kd. The drug is C[C@H](OP(=O)(O)OC[C@@H](O)[C@@H](O)[C@@H](O)Cn1c2cc(=O)ccc-2cc2c(=O)[nH]c(=O)[nH]c21)C(=O)N[C@@H](CCC(=O)N[C@@H](CCC(=O)O)C(=O)O)C(=O)O. The target protein sequence is MAELKLGYKASAEQFAPRELVELAVAAEAHGMDSATVSDHFQPYRHQGGHAPFSLSWMTAVGERTNRLLLGTSVLTPTFRYNPAVIAQAFATMGCLYPNRVFLGVGTGEALNEIATGYEGAWPEFKERFARLRESVGLMRQLWSGDRVDFDGDYYRLKGASIYDVPDGGVPVYIAAGGPAVAKYAGRAGDGFICTSGKGEELYTEKLMPAVREGAAAADRSVDGIDKMIEIKISYDPDPELALNNTRFWAPLSLTAEQKHSIDDPIEMEKAADALPIEQIAKRWIVASDPDEAVEKVGQYVTWGLNHLVFHAPGHDQRRFLELFQSDLAPRLRRLG. The pKd is 5.9.